From a dataset of Forward reaction prediction with 1.9M reactions from USPTO patents (1976-2016). Predict the product of the given reaction. (1) Given the reactants [C:1]([OH:10])(=[O:9])[C:2]1[C:3](=[CH:5][CH:6]=[CH:7][CH:8]=1)[NH2:4].[CH3:11][O:12][C:13]1[C:22]2[C:17](=[CH:18][CH:19]=[CH:20][CH:21]=2)[C:16]([CH:23]=O)=[CH:15][CH:14]=1, predict the reaction product. The product is: [CH3:11][O:12][C:13]1[C:22]2[C:17](=[CH:18][CH:19]=[CH:20][CH:21]=2)[C:16]([CH2:23][NH:4][C:3]2[CH:5]=[CH:6][CH:7]=[CH:8][C:2]=2[C:1]([OH:10])=[O:9])=[CH:15][CH:14]=1. (2) Given the reactants [CH3:1][CH2:2][O-].[Na+].[C:5]1([CH:11]([C:15]([NH2:17])=[O:16])[C:12]([NH2:14])=[O:13])[CH:10]=[CH:9][CH:8]=[CH:7][CH:6]=1.CCOC(C)=O, predict the reaction product. The product is: [CH3:1][C:2]1[N:14]=[C:12]([OH:13])[C:11]([C:5]2[CH:6]=[CH:7][CH:8]=[CH:9][CH:10]=2)=[C:15]([OH:16])[N:17]=1.